From a dataset of Reaction yield outcomes from USPTO patents with 853,638 reactions. Predict the reaction yield, written as a fraction of the theoretical maximum amount of product (1.0 means a 100% yield; for example, 0.34 means a 34% yield). The reactants are [N:1]1([C:7]([O:9][C:10]([CH3:13])([CH3:12])[CH3:11])=[O:8])[CH2:6][CH2:5][NH:4][CH2:3][CH2:2]1.[Cl:14][C:15]1[CH:16]=[C:17]([C:22](=O)[CH3:23])[CH:18]=[C:19]([Cl:21])[CH:20]=1.C(O[BH-](OC(=O)C)OC(=O)C)(=O)C.[Na+].C(O)(=O)C. The catalyst is O1CCCC1.C(OCC)(=O)C.[OH-].[Na+].CC(C)[O-].[Ti+4].CC(C)[O-].CC(C)[O-].CC(C)[O-].CO. The product is [Cl:14][C:15]1[CH:16]=[C:17]([CH:22]([N:4]2[CH2:5][CH2:6][N:1]([C:7]([O:9][C:10]([CH3:13])([CH3:12])[CH3:11])=[O:8])[CH2:2][CH2:3]2)[CH3:23])[CH:18]=[C:19]([Cl:21])[CH:20]=1. The yield is 0.450.